From a dataset of Reaction yield outcomes from USPTO patents with 853,638 reactions. Predict the reaction yield, written as a fraction of the theoretical maximum amount of product (1.0 means a 100% yield; for example, 0.34 means a 34% yield). (1) The reactants are [CH3:1][O:2][C:3]1[CH:9]=[CH:8][C:6]([NH2:7])=[C:5]([CH3:10])[CH:4]=1.[F:11][C:12]([F:23])([F:22])[C:13]1[CH:14]=[C:15]([N:19]=[C:20]=[O:21])[CH:16]=[CH:17][CH:18]=1. The catalyst is C1COCC1.CN(C1C=CN=CC=1)C. The product is [CH3:1][O:2][C:3]1[CH:9]=[CH:8][C:6]([NH:7][C:20]([NH:19][C:15]2[CH:16]=[CH:17][CH:18]=[C:13]([C:12]([F:11])([F:22])[F:23])[CH:14]=2)=[O:21])=[C:5]([CH3:10])[CH:4]=1. The yield is 0.380. (2) The reactants are Cl[C:2]1[CH:7]=[CH:6][N:5]=[CH:4][C:3]=1[N+:8]([O-:10])=[O:9].[NH2:11][CH2:12][C@@H:13]1[CH2:17][CH2:16][N:15]([C:18]([O:20][C:21]([CH3:24])([CH3:23])[CH3:22])=[O:19])[CH2:14]1.C(N(CC)CC)C. The catalyst is C(O)C. The product is [N+:8]([C:3]1[CH:4]=[N:5][CH:6]=[CH:7][C:2]=1[NH:11][CH2:12][C@@H:13]1[CH2:17][CH2:16][N:15]([C:18]([O:20][C:21]([CH3:24])([CH3:23])[CH3:22])=[O:19])[CH2:14]1)([O-:10])=[O:9]. The yield is 0.770.